From a dataset of Forward reaction prediction with 1.9M reactions from USPTO patents (1976-2016). Predict the product of the given reaction. (1) Given the reactants [C:1]([O:5][C:6]([NH:8][CH2:9][CH:10]([C:15]1[CH:20]=[CH:19][C:18]([Cl:21])=[CH:17][CH:16]=1)[CH2:11][C:12]([OH:14])=O)=[O:7])([CH3:4])([CH3:3])[CH3:2].C(Cl)CCl.[NH2:26][C:27]1[CH:35]=[CH:34][C:30]([C:31]([NH2:33])=[O:32])=[C:29]([F:36])[CH:28]=1, predict the reaction product. The product is: [C:1]([O:5][C:6]([NH:8][CH2:9][CH:10]([C:15]1[CH:20]=[CH:19][C:18]([Cl:21])=[CH:17][CH:16]=1)[CH2:11][C:12]([NH:26][C:27]1[CH:35]=[CH:34][C:30]([C:31]([NH2:33])=[O:32])=[C:29]([F:36])[CH:28]=1)=[O:14])=[O:7])([CH3:2])([CH3:3])[CH3:4]. (2) Given the reactants [CH3:1][O:2][C:3](=[O:26])[CH2:4][C@H:5]1[C:9]2[CH:10]=[CH:11][C:12]([O:14][C@H:15]3[C:23]4[C:18](=[C:19]([OH:25])[CH:20]=[CH:21][C:22]=4[F:24])[CH2:17][CH2:16]3)=[CH:13][C:8]=2[O:7][CH2:6]1.[CH2:27]([O:34][C:35]([C:37]1[CH:42]=[CH:41][C:40](B(O)O)=[CH:39][CH:38]=1)=[O:36])[C:28]1[CH:33]=[CH:32][CH:31]=[CH:30][CH:29]=1, predict the reaction product. The product is: [CH2:27]([O:34][C:35](=[O:36])[C:37]1[CH:42]=[CH:41][C:40]([O:25][C:19]2[CH:20]=[CH:21][C:22]([F:24])=[C:23]3[C:18]=2[CH2:17][CH2:16][C@H:15]3[O:14][C:12]2[CH:11]=[CH:10][C:9]3[C@H:5]([CH2:4][C:3]([O:2][CH3:1])=[O:26])[CH2:6][O:7][C:8]=3[CH:13]=2)=[CH:39][CH:38]=1)[C:28]1[CH:29]=[CH:30][CH:31]=[CH:32][CH:33]=1. (3) Given the reactants [ClH:1].C([O:6][C:7](=[O:31])[C@H:8]1[CH2:12][CH2:11][CH2:10][N:9]1[S:13]([C:16]1[CH:25]=[C:24]2[C:19]([C:20]([Br:30])=[CH:21][N:22]=[C:23]2[NH:26][C:27]([NH2:29])=[NH:28])=[CH:18][CH:17]=1)(=[O:15])=[O:14])(C)(C)C.Cl, predict the reaction product. The product is: [ClH:1].[Br:30][C:20]1[C:19]2[C:24](=[CH:25][C:16]([S:13]([N:9]3[CH2:10][CH2:11][CH2:12][C@@H:8]3[C:7]([OH:31])=[O:6])(=[O:15])=[O:14])=[CH:17][CH:18]=2)[C:23]([NH:26][C:27]([NH2:29])=[NH:28])=[N:22][CH:21]=1. (4) The product is: [OH:10][C:11]1[CH:18]=[CH:17][C:14]([CH:15]=[O:16])=[CH:13][C:12]=1[O:19][CH2:20][C:21]1[CH:26]=[CH:25][CH:24]=[CH:23][CH:22]=1. Given the reactants COC1C=CC(C[O:10][C:11]2[CH:18]=[CH:17][C:14]([CH:15]=[O:16])=[CH:13][C:12]=2[O:19][CH2:20][C:21]2[CH:26]=[CH:25][CH:24]=[CH:23][CH:22]=2)=CC=1, predict the reaction product.